The task is: Predict the reactants needed to synthesize the given product.. This data is from Retrosynthesis with 50K atom-mapped reactions and 10 reaction types from USPTO. (1) Given the product CCCCCC(=O)Nc1nc2cc(Cl)ccc2nc1NC(=O)CC, predict the reactants needed to synthesize it. The reactants are: CCC(=O)Nc1nc2ccc(Cl)cc2nc1N.CCCCCC(=O)Cl. (2) Given the product O=C1N(Cc2c(Cl)cc(-c3ccc(F)cc3)cc2Cl)CCC12CCCCC2, predict the reactants needed to synthesize it. The reactants are: O=C1N(Cc2c(Cl)cc(Br)cc2Cl)CCC12CCCCC2.OB(O)c1ccc(F)cc1. (3) The reactants are: NCc1ccc(Cl)cc1.O=C(O)c1ccc2c(=O)n(-c3ncccn3)c(=S)[nH]c2c1. Given the product O=C(NCc1ccc(Cl)cc1)c1ccc2c(=O)n(-c3ncccn3)c(=S)[nH]c2c1, predict the reactants needed to synthesize it. (4) Given the product CC(N)(C#N)COc1cc(C#N)ccc1Oc1ccc(Cl)cc1Cl, predict the reactants needed to synthesize it. The reactants are: CC(=O)COc1cc(C#N)ccc1Oc1ccc(Cl)cc1Cl.N.[C-]#N. (5) The reactants are: O=C(NCCN1CCC(c2ccccc2)(c2ccccc2)C1)OCc1ccccc1. Given the product NCCN1CCC(c2ccccc2)(c2ccccc2)C1, predict the reactants needed to synthesize it. (6) Given the product CC(C)(C)OC(=O)NCCCCCC(=O)Oc1c(F)c(F)c(F)c(F)c1F, predict the reactants needed to synthesize it. The reactants are: CC(C)(C)OC(=O)NCCCCCC(=O)O.Oc1c(F)c(F)c(F)c(F)c1F. (7) Given the product Cn1c2c(cc(C(=O)O)c1=O)CCCc1cc3c(ccn3C)cc1-2, predict the reactants needed to synthesize it. The reactants are: Cn1c2c(cc(C(=O)O)c1=O)CC=Cc1cc3c(ccn3C)cc1-2. (8) Given the product CCCN1CCC[C@H]2Cc3nc(NCc4ccccc4)ccc3C[C@@H]21, predict the reactants needed to synthesize it. The reactants are: CCCN1CCC[C@H]2Cc3nc(Cl)ccc3C[C@@H]21.NCc1ccccc1. (9) The reactants are: Cc1nc2ccc(-c3cnn(C)c3)cn2c1C(O)c1cc(Cl)ccc1Cl. Given the product Cc1nc2ccc(-c3cnn(C)c3)cn2c1Cc1cc(Cl)ccc1Cl, predict the reactants needed to synthesize it.